Dataset: Catalyst prediction with 721,799 reactions and 888 catalyst types from USPTO. Task: Predict which catalyst facilitates the given reaction. (1) Reactant: [CH3:1][O:2][C:3]1[CH:4]=[C:5]2[C:9](=[CH:10][CH:11]=1)[N:8]([CH3:12])[CH:7]=[C:6]2[C:13]1[N:25](COCC[Si](C)(C)C)[C:16]2[N:17]=[CH:18][C:19]3[N:20]([C:21]([CH3:24])=[N:22][N:23]=3)[C:15]=2[CH:14]=1.CN(C=O)C.C(N)CN.CCCC[N+](CCCC)(CCCC)CCCC.[F-]. Product: [CH3:1][O:2][C:3]1[CH:4]=[C:5]2[C:9](=[CH:10][CH:11]=1)[N:8]([CH3:12])[CH:7]=[C:6]2[C:13]1[NH:25][C:16]2[N:17]=[CH:18][C:19]3[N:20]([C:21]([CH3:24])=[N:22][N:23]=3)[C:15]=2[CH:14]=1. The catalyst class is: 6. (2) Reactant: [CH:1](=O)[C:2]1[C:3]([O:8][CH3:9])=[CH:4][CH:5]=[CH:6][CH:7]=1.[CH3:11][NH2:12].C(O)(=O)C.[BH4-].[Na+]. Product: [CH3:9][O:8][C:3]1[CH:4]=[CH:5][CH:6]=[CH:7][C:2]=1[CH2:1][NH:12][CH3:11]. The catalyst class is: 5.